Dataset: TCR-epitope binding with 47,182 pairs between 192 epitopes and 23,139 TCRs. Task: Binary Classification. Given a T-cell receptor sequence (or CDR3 region) and an epitope sequence, predict whether binding occurs between them. (1) The TCR CDR3 sequence is CASSPETSEPHNEQFF. Result: 0 (the TCR does not bind to the epitope). The epitope is LLFGYPVYV. (2) The epitope is GPGHKARVL. The TCR CDR3 sequence is CASSRTDSSYNSPLHF. Result: 0 (the TCR does not bind to the epitope).